This data is from Full USPTO retrosynthesis dataset with 1.9M reactions from patents (1976-2016). The task is: Predict the reactants needed to synthesize the given product. Given the product [CH3:26][C:21]1([CH3:27])[CH2:22][O:23][CH2:24][CH2:25][N:20]1[C:18]([C:4]1[N:3]=[C:2]([C:31]2[CH:32]=[CH:33][N:29]([CH3:28])[CH:30]=2)[N:6]2[C:7]3[C:12](=[CH:11][C:10]([O:15][CH3:16])=[C:9]([OH:17])[CH:8]=3)[CH2:13][CH2:14][C:5]=12)=[O:19], predict the reactants needed to synthesize it. The reactants are: Br[C:2]1[N:6]2[C:7]3[C:12]([CH2:13][CH2:14][C:5]2=[C:4]([C:18]([N:20]2[CH2:25][CH2:24][O:23][CH2:22][C:21]2([CH3:27])[CH3:26])=[O:19])[N:3]=1)=[CH:11][C:10]([O:15][CH3:16])=[C:9]([OH:17])[CH:8]=3.[CH3:28][N:29]1[CH:33]=[CH:32][C:31](B2OC(C)(C)C(C)(C)O2)=[CH:30]1.C1(P(C2CCCCC2)C2C=CC=CC=2C2C(OC)=CC=CC=2OC)CCCCC1.C(=O)([O-])[O-].[K+].[K+].